From a dataset of Peptide-MHC class II binding affinity with 134,281 pairs from IEDB. Regression. Given a peptide amino acid sequence and an MHC pseudo amino acid sequence, predict their binding affinity value. This is MHC class II binding data. (1) The MHC is DRB5_0101 with pseudo-sequence DRB5_0101. The binding affinity (normalized) is 0.505. The peptide sequence is GARRSGDVLWDIPTP. (2) The peptide sequence is ISPSFLVYSFFVHDL. The MHC is DRB5_0101 with pseudo-sequence DRB5_0101. The binding affinity (normalized) is 0.196. (3) The peptide sequence is RVNNSYSLIRLSHNS. The MHC is DRB1_0401 with pseudo-sequence DRB1_0401. The binding affinity (normalized) is 0.564. (4) The MHC is HLA-DPA10301-DPB10402 with pseudo-sequence HLA-DPA10301-DPB10402. The peptide sequence is ASRELERFAVNPGLL. The binding affinity (normalized) is 0.157. (5) The peptide sequence is IVIGIGDNALKINWY. The MHC is DRB1_0101 with pseudo-sequence DRB1_0101. The binding affinity (normalized) is 0.430. (6) The peptide sequence is QKLIEDVNASFRAAM. The MHC is HLA-DQA10401-DQB10402 with pseudo-sequence HLA-DQA10401-DQB10402. The binding affinity (normalized) is 0.350. (7) The peptide sequence is ILSEGNSFTAPNESY. The MHC is DRB1_0401 with pseudo-sequence DRB1_0401. The binding affinity (normalized) is 0.356.